Dataset: Full USPTO retrosynthesis dataset with 1.9M reactions from patents (1976-2016). Task: Predict the reactants needed to synthesize the given product. (1) The reactants are: Cl.O1CCOCC1.[Br:8][C:9]1[CH:14]=[C:13]([Cl:15])[CH:12]=[CH:11][C:10]=1[C@@H:16]([NH:19][S@](C(C)(C)C)=O)[CH:17]=[CH2:18]. Given the product [Br:8][C:9]1[CH:14]=[C:13]([Cl:15])[CH:12]=[CH:11][C:10]=1[C@@H:16]([NH2:19])[CH:17]=[CH2:18], predict the reactants needed to synthesize it. (2) Given the product [C:8]1([C:14]2[CH:26]=[CH:25][C:17]([C:18]([OH:20])=[O:19])=[C:16]([NH:27][C:28]([C:30]3[CH:31]=[N:32][CH:33]=[C:34]([C:36]4[CH:37]=[CH:38][CH:39]=[CH:40][CH:41]=4)[CH:35]=3)=[O:29])[CH:15]=2)[CH:13]=[CH:12][CH:11]=[CH:10][CH:9]=1, predict the reactants needed to synthesize it. The reactants are: FC(F)(F)C(O)=O.[C:8]1([C:14]2[CH:26]=[CH:25][C:17]([C:18]([O:20]C(C)(C)C)=[O:19])=[C:16]([NH:27][C:28]([C:30]3[CH:31]=[N:32][CH:33]=[C:34]([C:36]4[CH:41]=[CH:40][CH:39]=[CH:38][CH:37]=4)[CH:35]=3)=[O:29])[CH:15]=2)[CH:13]=[CH:12][CH:11]=[CH:10][CH:9]=1. (3) Given the product [Si:14]([O:9][CH2:8][C:6]1[CH:5]=[CH:4][N:3]=[C:2]([Cl:1])[CH:7]=1)([C:10]([CH3:13])([CH3:12])[CH3:11])([CH3:17])[CH3:16], predict the reactants needed to synthesize it. The reactants are: [Cl:1][C:2]1[CH:7]=[C:6]([CH2:8][OH:9])[CH:5]=[CH:4][N:3]=1.[C:10]([Si:14]([CH3:17])([CH3:16])Cl)([CH3:13])([CH3:12])[CH3:11].N1C=CN=C1. (4) Given the product [I:1][C:2]1[CH:3]=[C:4]2[C:8](=[CH:9][CH:10]=1)[N:7]([CH2:14][CH2:15][OH:16])[CH:6]=[CH:5]2, predict the reactants needed to synthesize it. The reactants are: [I:1][C:2]1[CH:3]=[C:4]2[C:8](=[CH:9][CH:10]=1)[NH:7][CH:6]=[CH:5]2.[OH-].[K+].Cl[CH2:14][CH2:15][OH:16].CCOC(C)=O.